Predict which catalyst facilitates the given reaction. From a dataset of Catalyst prediction with 721,799 reactions and 888 catalyst types from USPTO. (1) Reactant: [N:1]1[CH:2]=[CH:3][N:4]2[CH:9]=[CH:8][C:7]([C:10]3[N:15]=[C:14]([CH2:16][C:17](=O)[CH3:18])[CH:13]=[CH:12][CH:11]=3)=[CH:6][C:5]=12.Cl.[NH:21]1[CH2:26][CH2:25][O:24][CH2:23][CH2:22]1.[BH3-]C#N.[Na+].C1COCC1. Product: [N:21]1([CH:17]([CH3:18])[CH2:16][C:14]2[N:15]=[C:10]([C:7]3[CH:8]=[CH:9][N:4]4[CH:3]=[CH:2][N:1]=[C:5]4[CH:6]=3)[CH:11]=[CH:12][CH:13]=2)[CH2:26][CH2:25][O:24][CH2:23][CH2:22]1. The catalyst class is: 5. (2) Product: [CH2:1]([C:2]1[CH:7]=[CH:6][N:5]=[CH:4][CH:3]=1)[CH2:9][CH2:10][CH3:11]. The catalyst class is: 1. Reactant: [CH3:1][C:2]1[CH:7]=[CH:6][N:5]=[CH:4][CH:3]=1.I[CH2:9][CH2:10][CH3:11].[Cl-].[NH4+].